From a dataset of Full USPTO retrosynthesis dataset with 1.9M reactions from patents (1976-2016). Predict the reactants needed to synthesize the given product. (1) Given the product [O:1]=[C:2]1[C:6]2([CH2:11][CH2:10][N:9]([CH2:42][CH2:41][CH2:40][CH2:39][C:36]3[CH:37]=[CH:38][CH:33]=[CH:34][CH:35]=3)[CH2:8][CH2:7]2)[N:5]([C:12]2[CH:13]=[CH:14][CH:15]=[CH:16][CH:17]=2)[CH2:4][N:3]1[CH2:18][C:19]1[CH:20]=[C:21]([CH:29]=[CH:30][CH:31]=1)[C:22]([O:24][C:25]([CH3:28])([CH3:26])[CH3:27])=[O:23], predict the reactants needed to synthesize it. The reactants are: [O:1]=[C:2]1[C:6]2([CH2:11][CH2:10][NH:9][CH2:8][CH2:7]2)[N:5]([C:12]2[CH:17]=[CH:16][CH:15]=[CH:14][CH:13]=2)[CH2:4][N:3]1[CH2:18][C:19]1[CH:20]=[C:21]([CH:29]=[CH:30][CH:31]=1)[C:22]([O:24][C:25]([CH3:28])([CH3:27])[CH3:26])=[O:23].I[C:33]1[CH:38]=[CH:37][C:36]([CH2:39][CH2:40][CH2:41][CH3:42])=[CH:35][CH:34]=1.C(=O)([O-])[O-].[K+].[K+]. (2) The reactants are: [F:1][C:2]([F:55])([F:54])[C:3]1[CH:4]=[C:5]([C@@H:13]([N:15]([CH2:29][C:30]2[CH:35]=[C:34]([C:36]([F:39])([F:38])[F:37])[CH:33]=[CH:32][C:31]=2[N:40]([CH2:43][C@H:44]2[CH2:49][CH2:48][C@H:47]([CH2:50][C:51]([OH:53])=[O:52])[CH2:46][CH2:45]2)[CH2:41][CH3:42])[C:16]2[N:21]=[CH:20][C:19]([O:22][CH2:23][CH2:24][S:25]([CH3:28])(=[O:27])=[O:26])=[CH:18][N:17]=2)[CH3:14])[CH:6]=[C:7]([C:9]([F:12])([F:11])[F:10])[CH:8]=1.[ClH:56].O1CCOCC1. Given the product [ClH:56].[F:55][C:2]([F:1])([F:54])[C:3]1[CH:4]=[C:5]([C@@H:13]([N:15]([CH2:29][C:30]2[CH:35]=[C:34]([C:36]([F:39])([F:37])[F:38])[CH:33]=[CH:32][C:31]=2[N:40]([CH2:43][C@H:44]2[CH2:49][CH2:48][C@H:47]([CH2:50][C:51]([OH:53])=[O:52])[CH2:46][CH2:45]2)[CH2:41][CH3:42])[C:16]2[N:21]=[CH:20][C:19]([O:22][CH2:23][CH2:24][S:25]([CH3:28])(=[O:26])=[O:27])=[CH:18][N:17]=2)[CH3:14])[CH:6]=[C:7]([C:9]([F:12])([F:11])[F:10])[CH:8]=1, predict the reactants needed to synthesize it. (3) Given the product [C:27]([CH:31]1[CH2:32][CH2:33][CH:34]([NH:37][C:18]([C:17]2[CH:16]=[CH:15][C:14]([O:13][C:12]3[CH:11]=[C:10]4[C:5]([CH:6]([C:23]([O:25][CH3:26])=[O:24])[CH2:7][CH2:8][O:9]4)=[CH:4][C:3]=3[C:1]#[N:2])=[CH:22][CH:21]=2)=[O:20])[CH2:35][CH2:36]1)([CH3:30])([CH3:28])[CH3:29], predict the reactants needed to synthesize it. The reactants are: [C:1]([C:3]1[CH:4]=[C:5]2[C:10](=[CH:11][C:12]=1[O:13][C:14]1[CH:22]=[CH:21][C:17]([C:18]([OH:20])=O)=[CH:16][CH:15]=1)[O:9][CH2:8][CH2:7][CH:6]2[C:23]([O:25][CH3:26])=[O:24])#[N:2].[C:27]([CH:31]1[CH2:36][CH2:35][CH:34]([NH2:37])[CH2:33][CH2:32]1)([CH3:30])([CH3:29])[CH3:28]. (4) Given the product [CH3:15][C:16]1[CH:21]=[CH:20][CH:19]=[CH:18][C:17]=1[CH2:22][CH2:23][NH:24][C:12]([C:10]1[S:11][C:7]([C:4]2[CH:3]=[CH:2][N:1]=[CH:6][CH:5]=2)=[CH:8][CH:9]=1)=[O:14], predict the reactants needed to synthesize it. The reactants are: [N:1]1[CH:6]=[CH:5][C:4]([C:7]2[S:11][C:10]([C:12]([OH:14])=O)=[CH:9][CH:8]=2)=[CH:3][CH:2]=1.[CH3:15][C:16]1[CH:21]=[CH:20][CH:19]=[CH:18][C:17]=1[CH2:22][CH2:23][NH2:24].